This data is from Reaction yield outcomes from USPTO patents with 853,638 reactions. The task is: Predict the reaction yield, written as a fraction of the theoretical maximum amount of product (1.0 means a 100% yield; for example, 0.34 means a 34% yield). The reactants are [Cl:1][C:2]1[CH:3]=[CH:4][C:5]([N:17]2[CH:21]=[N:20][N:19]=[N:18]2)=[C:6]([CH:16]=1)[CH2:7][NH:8][C:9](=[O:15])OC(C)(C)C.C(#N)C.[OH-].[Na+].[F:27][C:28]1[CH:33]=[CH:32][C:31]([C@@H:34]([OH:45])[C:35]([N:37]2[C@H:41](C(O)=O)[CH2:40][CH:39]=[N:38]2)=[O:36])=[CH:30][CH:29]=1.CN1CCOCC1.CN(C(ON1N=NC2C=CC=CC1=2)=[N+](C)C)C.[B-](F)(F)(F)F. The catalyst is CCOC(C)=O.CC(OC)(C)C.O. The product is [Cl:1][C:2]1[CH:3]=[CH:4][C:5]([N:17]2[CH:21]=[N:20][N:19]=[N:18]2)=[C:6]([CH:16]=1)[CH2:7][NH:8][C:9]([C@H:41]1[N:37]([C:35](=[O:36])[C@@H:34]([C:31]2[CH:32]=[CH:33][C:28]([F:27])=[CH:29][CH:30]=2)[OH:45])[N:38]=[CH:39][CH2:40]1)=[O:15]. The yield is 0.880.